Dataset: Reaction yield outcomes from USPTO patents with 853,638 reactions. Task: Predict the reaction yield, written as a fraction of the theoretical maximum amount of product (1.0 means a 100% yield; for example, 0.34 means a 34% yield). (1) The reactants are [F:1][C:2]1[CH:7]=[CH:6][C:5]([F:8])=[CH:4][C:3]=1[C@H:9]1[CH2:13][CH2:12][CH2:11][N:10]1[C:14]1[CH:19]=[CH:18][N:17]2[N:20]=[CH:21][C:22]([C:23]([OH:25])=O)=[C:16]2[N:15]=1.[NH:26]([C:28]([CH:30]1[CH2:35][CH2:34][N:33]([C:36]([O:38][C:39]([CH3:42])([CH3:41])[CH3:40])=[O:37])[CH2:32][CH2:31]1)=[O:29])[NH2:27].CCN(C(C)C)C(C)C.CN(C(ON1N=NC2C=CC=NC1=2)=[N+](C)C)C.F[P-](F)(F)(F)(F)F. The catalyst is CN(C=O)C.CCOC(C)=O. The product is [F:1][C:2]1[CH:7]=[CH:6][C:5]([F:8])=[CH:4][C:3]=1[C@H:9]1[CH2:13][CH2:12][CH2:11][N:10]1[C:14]1[CH:19]=[CH:18][N:17]2[N:20]=[CH:21][C:22]([C:23]([NH:27][NH:26][C:28]([CH:30]3[CH2:35][CH2:34][N:33]([C:36]([O:38][C:39]([CH3:42])([CH3:41])[CH3:40])=[O:37])[CH2:32][CH2:31]3)=[O:29])=[O:25])=[C:16]2[N:15]=1. The yield is 0.800. (2) The reactants are [Br:1][C:2]1[CH:3]=[C:4]2[C:9](=[CH:10][CH:11]=1)[N:8]([C:12](=[O:17])[C:13]([F:16])([F:15])[F:14])[C@@H:7]([CH3:18])[CH2:6][N:5]2S(C1C=CC(C)=CC=1)(=O)=O.ClCCl.S(=O)(=O)(O)O. The catalyst is O. The product is [Br:1][C:2]1[CH:3]=[C:4]2[C:9](=[CH:10][CH:11]=1)[N:8]([C:12](=[O:17])[C:13]([F:15])([F:14])[F:16])[C@@H:7]([CH3:18])[CH2:6][NH:5]2. The yield is 0.990. (3) The reactants are [NH2:1][C:2]1[C:10]2[C:5](=[N:6][CH:7]=[C:8]([Cl:25])[C:9]=2[N:11]2[CH2:16][CH2:15][CH2:14][C@@H:13]([NH:17][C:18](=[O:24])[O:19][C:20]([CH3:23])([CH3:22])[CH3:21])[CH2:12]2)[NH:4][CH:3]=1.[CH3:26][O:27][CH2:28][C:29](Cl)=[O:30].C(N(CC)CC)C.[Li+].[OH-]. The catalyst is CC#N.O.O.CN1C(=O)CCC1. The product is [Cl:25][C:8]1[C:9]([N:11]2[CH2:16][CH2:15][CH2:14][C@@H:13]([NH:17][C:18](=[O:24])[O:19][C:20]([CH3:21])([CH3:22])[CH3:23])[CH2:12]2)=[C:10]2[C:2]([NH:1][C:29](=[O:30])[CH2:28][O:27][CH3:26])=[CH:3][NH:4][C:5]2=[N:6][CH:7]=1. The yield is 0.770. (4) The yield is 0.900. The reactants are [Br:1][C:2]1[CH:10]=[CH:9][C:5]([C:6]([OH:8])=O)=[CH:4][C:3]=1[C:11]([OH:13])=[O:12].S(=O)(=O)(O)O.[CH3:19]CCCCC.[CH3:25][OH:26]. No catalyst specified. The product is [CH3:25][O:26][C:6](=[O:8])[C:5]1[CH:9]=[CH:10][C:2]([Br:1])=[C:3]([C:11]([O:13][CH3:19])=[O:12])[CH:4]=1. (5) The reactants are [Br:1][C:2]1[CH:7]=[CH:6][C:5]2[C:8]3[C:13]([C:14]4([CH2:19][CH2:18][NH:17][CH2:16][CH2:15]4)[C:4]=2[CH:3]=1)=[CH:12][C:11]([Br:20])=[CH:10][CH:9]=3.[CH2:21]=O. The catalyst is ClCCCl. The product is [Br:1][C:2]1[CH:7]=[CH:6][C:5]2[C:8]3[C:13]([C:14]4([CH2:15][CH2:16][N:17]([CH3:21])[CH2:18][CH2:19]4)[C:4]=2[CH:3]=1)=[CH:12][C:11]([Br:20])=[CH:10][CH:9]=3. The yield is 0.939. (6) The reactants are [N+:1]([C:4]1[C:5]([O:10][C:11]2[CH:16]=[CH:15][CH:14]=[C:13]([C:17]([F:20])([F:19])[F:18])[CH:12]=2)=[N:6][CH:7]=[CH:8][CH:9]=1)([O-])=O.C(OCC)(=O)C. The catalyst is [Pd].CO. The yield is 0.970. The product is [F:20][C:17]([F:18])([F:19])[C:13]1[CH:12]=[C:11]([CH:16]=[CH:15][CH:14]=1)[O:10][C:5]1[C:4]([NH2:1])=[CH:9][CH:8]=[CH:7][N:6]=1.